From a dataset of Forward reaction prediction with 1.9M reactions from USPTO patents (1976-2016). Predict the product of the given reaction. (1) The product is: [Cl:20][C:21]1[CH:22]=[CH:23][C:24]([CH:27]([CH2:30][CH:31]([CH3:33])[CH3:32])[CH2:28][NH:29][C:16]([C:9]2[S:8][C:7]([C:2]3[N:1]=[CH:6][CH:5]=[CH:4][N:3]=3)=[N:11][C:10]=2[C:12]([F:13])([F:14])[F:15])=[O:18])=[CH:25][CH:26]=1. Given the reactants [N:1]1[CH:6]=[CH:5][CH:4]=[N:3][C:2]=1[C:7]1[S:8][C:9]([C:16]([OH:18])=O)=[C:10]([C:12]([F:15])([F:14])[F:13])[N:11]=1.Cl.[Cl:20][C:21]1[CH:26]=[CH:25][C:24]([CH:27]([CH2:30][CH:31]([CH3:33])[CH3:32])[CH2:28][NH2:29])=[CH:23][CH:22]=1.F[P-](F)(F)(F)(F)F.N1(O[P+](N(C)C)(N(C)C)N(C)C)C2C=CC=CC=2N=N1.CCOC(C)=O, predict the reaction product. (2) Given the reactants [CH2:1]([C:5]1[CH:6]=[C:7]([OH:32])[CH:8]=[CH:9][C:10]=1[O:11][CH2:12][CH2:13][C:14]1[N:15]=[C:16]([C:20]2[CH:21]=[C:22]([C:26]3[CH:31]=[CH:30][CH:29]=[CH:28][CH:27]=3)[CH:23]=[CH:24][CH:25]=2)[O:17][C:18]=1[CH3:19])[CH2:2][CH2:3][CH3:4].Br[C:34]([CH3:41])([CH3:40])[C:35]([O:37][CH2:38][CH3:39])=[O:36].C(=O)([O-])[O-].[Cs+].[Cs+], predict the reaction product. The product is: [CH2:38]([O:37][C:35](=[O:36])[C:34]([O:32][C:7]1[CH:8]=[CH:9][C:10]([O:11][CH2:12][CH2:13][C:14]2[N:15]=[C:16]([C:20]3[CH:21]=[C:22]([C:26]4[CH:27]=[CH:28][CH:29]=[CH:30][CH:31]=4)[CH:23]=[CH:24][CH:25]=3)[O:17][C:18]=2[CH3:19])=[C:5]([CH2:1][CH2:2][CH2:3][CH3:4])[CH:6]=1)([CH3:41])[CH3:40])[CH3:39]. (3) Given the reactants [Si:1]([O:8][C@@H:9]([C@@H:11]([N:18]1[CH:26]=[N:25][C:24]2[C:19]1=[N:20][CH:21]=[N:22][C:23]=2Cl)[CH2:12][CH2:13][CH2:14][CH2:15][CH2:16][CH3:17])[CH3:10])([C:4]([CH3:7])([CH3:6])[CH3:5])([CH3:3])[CH3:2].[NH3:28].ClCCl.[CH3:32][OH:33], predict the reaction product. The product is: [Si:1]([O:8][C@@H:9]([C@@H:11]([N:18]1[CH:26]=[N:25][C:24]2[C:19]1=[N:20][CH:21]=[N:22][C:23]=2[NH2:28])[CH2:12][CH2:13][CH2:14][CH2:15][CH2:16][CH3:17])[CH3:10])([C:4]([CH3:7])([CH3:6])[CH3:5])([CH3:3])[CH3:2].[CH3:32][O:33][C:23]1[N:22]=[CH:21][N:20]=[C:19]2[C:24]=1[N:25]=[CH:26][NH:18]2.